Task: Predict the reactants needed to synthesize the given product.. Dataset: Full USPTO retrosynthesis dataset with 1.9M reactions from patents (1976-2016) The reactants are: Br[C:2]1[CH:7]=[CH:6][C:5]([C:8]([N:10]2[CH2:15][CH2:14][N:13]([C:16]3[CH:21]=[CH:20][C:19]([CH3:22])=[CH:18][C:17]=3[CH3:23])[CH2:12][CH2:11]2)=[O:9])=[C:4]([F:24])[CH:3]=1.[NH:25]1[CH2:29][CH2:28][CH2:27][C:26]1=[O:30]. Given the product [CH3:23][C:17]1[CH:18]=[C:19]([CH3:22])[CH:20]=[CH:21][C:16]=1[N:13]1[CH2:14][CH2:15][N:10]([C:8]([C:5]2[CH:6]=[CH:7][C:2]([N:25]3[CH2:29][CH2:28][CH2:27][C:26]3=[O:30])=[CH:3][C:4]=2[F:24])=[O:9])[CH2:11][CH2:12]1, predict the reactants needed to synthesize it.